This data is from Full USPTO retrosynthesis dataset with 1.9M reactions from patents (1976-2016). The task is: Predict the reactants needed to synthesize the given product. (1) The reactants are: CS(C)=O.C(Cl)(=O)C(Cl)=O.[OH:11][CH:12]1[C:16]2[N:17]=[CH:18][N:19]=[C:20]([N:21]3[CH2:26][CH2:25][N:24]([C:27]([O:29][C:30]([CH3:33])([CH3:32])[CH3:31])=[O:28])[CH2:23][CH2:22]3)[C:15]=2[C@H:14]([CH3:34])[CH2:13]1.C(N(CC)CC)C. Given the product [CH3:34][C@H:14]1[C:15]2[C:20]([N:21]3[CH2:26][CH2:25][N:24]([C:27]([O:29][C:30]([CH3:33])([CH3:32])[CH3:31])=[O:28])[CH2:23][CH2:22]3)=[N:19][CH:18]=[N:17][C:16]=2[C:12](=[O:11])[CH2:13]1, predict the reactants needed to synthesize it. (2) Given the product [CH3:17][O:18][C:19]1[CH:24]=[CH:23][C:22]([CH2:25][NH:26][C:2]2[O:3][C:4]([C:7]3[CH:8]=[C:9]4[C:14](=[CH:15][CH:16]=3)[CH:13]=[N:12][CH:11]=[CH:10]4)=[CH:5][N:6]=2)=[CH:21][CH:20]=1, predict the reactants needed to synthesize it. The reactants are: I[C:2]1[O:3][C:4]([C:7]2[CH:8]=[C:9]3[C:14](=[CH:15][CH:16]=2)[CH:13]=[N:12][CH:11]=[CH:10]3)=[CH:5][N:6]=1.[CH3:17][O:18][C:19]1[CH:24]=[CH:23][C:22]([CH2:25][NH2:26])=[CH:21][CH:20]=1. (3) Given the product [CH3:18][O:19][C:20]1[C:21]([O:40][CH3:41])=[CH:22][C:23]2[S:27][C:26](/[CH:28]=[CH:29]/[CH:30]=[CH:31]/[C:32]3[CH:33]=[CH:34][C:35]([NH:38][C:8](=[O:10])[CH3:9])=[N:36][CH:37]=3)=[N:25][C:24]=2[CH:39]=1, predict the reactants needed to synthesize it. The reactants are: C(N(CC)CC)C.[C:8](OC(=O)C)(=[O:10])[CH3:9].ClCCl.[CH3:18][O:19][C:20]1[C:21]([O:40][CH3:41])=[CH:22][C:23]2[S:27][C:26](/[CH:28]=[CH:29]/[CH:30]=[CH:31]/[C:32]3[CH:33]=[CH:34][C:35]([NH2:38])=[N:36][CH:37]=3)=[N:25][C:24]=2[CH:39]=1. (4) Given the product [F:64][C:63]([F:66])([F:65])[C:61]([OH:67])=[O:62].[Cl:1][C:2]1[CH:3]=[CH:4][C:5]([N:35]2[CH:39]=[C:38]([Cl:40])[N:37]=[N:36]2)=[C:6]([C:8]2[N:9]=[CH:10][N:11]([C@@H:15]3[C:31]4[CH:32]=[C:27]([CH:28]=[CH:29][N:30]=4)[C:26]4[C:22](=[CH:23][N:24]([CH:42]5[CH2:47][CH2:46][NH:45][CH2:44][CH2:43]5)[N:25]=4)[NH:21][C:20](=[O:33])[C@H:19]([CH3:34])[CH2:18][CH2:17][CH2:16]3)[C:12](=[O:14])[CH:13]=2)[CH:7]=1, predict the reactants needed to synthesize it. The reactants are: [Cl:1][C:2]1[CH:3]=[CH:4][C:5]([N:35]2[CH:39]=[C:38]([Cl:40])[N:37]=[N:36]2)=[C:6]([C:8]2[N:9]=[CH:10][N:11]([C@@H:15]3[C:31]4[CH:32]=[C:27]([CH:28]=[CH:29][N:30]=4)[C:26]4[NH:25][N:24]=[CH:23][C:22]=4[NH:21][C:20](=[O:33])[C@H:19]([CH3:34])[CH2:18][CH2:17][CH2:16]3)[C:12](=[O:14])[CH:13]=2)[CH:7]=1.I[CH:42]1[CH2:47][CH2:46][N:45](C(OC(C)(C)C)=O)[CH2:44][CH2:43]1.C([O-])([O-])=O.[Cs+].[Cs+].[C:61]([OH:67])([C:63]([F:66])([F:65])[F:64])=[O:62].